This data is from Forward reaction prediction with 1.9M reactions from USPTO patents (1976-2016). The task is: Predict the product of the given reaction. (1) Given the reactants [CH3:1][C@H:2]1[N:7]([C:8](=[O:13])[C:9]([F:12])([F:11])[F:10])[C@@H:6]([CH3:14])[CH2:5][N:4]([CH2:15][C:16]2[CH:20]=[CH:19][N:18](C(OC(C)(C)C)=O)[N:17]=2)[CH2:3]1, predict the reaction product. The product is: [CH3:1][C@@H:2]1[CH2:3][N:4]([CH2:15][C:16]2[CH:20]=[CH:19][NH:18][N:17]=2)[CH2:5][C@H:6]([CH3:14])[N:7]1[C:8](=[O:13])[C:9]([F:10])([F:12])[F:11]. (2) Given the reactants [Cl:1][C:2]1[CH:3]=[C:4]([CH:26]=[CH:27][CH:28]=1)[CH2:5][NH:6][C:7]([C:9]1[CH:25]=[CH:24][C:12]2[S:13][C:14]3[CH:22]=[CH:21][C:20]([F:23])=[CH:19][C:15]=3[C:16](Cl)=[N:17][C:11]=2[CH:10]=1)=[O:8].[CH:29]1([Mg]Cl)[CH2:34][CH2:33][CH2:32][CH2:31][CH2:30]1, predict the reaction product. The product is: [Cl:1][C:2]1[CH:3]=[C:4]([CH:26]=[CH:27][CH:28]=1)[CH2:5][NH:6][C:7]([C:9]1[CH:25]=[CH:24][C:12]2[S:13][C:14]3[CH:22]=[CH:21][C:20]([F:23])=[CH:19][C:15]=3[C:16]([CH:29]3[CH2:34][CH2:33][CH2:32][CH2:31][CH2:30]3)=[N:17][C:11]=2[CH:10]=1)=[O:8].